This data is from Catalyst prediction with 721,799 reactions and 888 catalyst types from USPTO. The task is: Predict which catalyst facilitates the given reaction. (1) Reactant: [CH3:1][N:2]1[C:10]2[C:5](=[CH:6][CH:7]=[CH:8][CH:9]=2)[CH:4]=[C:3]1[CH:11]=O.[CH2:13]([NH2:20])[CH2:14][CH2:15][CH2:16][CH2:17][CH2:18][CH3:19].C(O)(=O)C.C([BH3-])#N.[Na+]. Product: [CH2:13]([NH:20][CH2:11][C:3]1[N:2]([CH3:1])[C:10]2[C:5]([CH:4]=1)=[CH:6][CH:7]=[CH:8][CH:9]=2)[CH2:14][CH2:15][CH2:16][CH2:17][CH2:18][CH3:19]. The catalyst class is: 40. (2) Reactant: Cl.Cl.Cl.[NH:4]1[CH:8]=[CH:7][N:6]=[C:5]1[CH2:9][N:10]([CH2:20][C:21]1[NH:22][CH:23]=[CH:24][N:25]=1)[C:11](=[O:19])[CH2:12][CH:13]1[CH2:18][CH2:17][NH:16][CH2:15][CH2:14]1.[CH2:26]([N:29]([CH2:35][CH2:36][CH3:37])[CH2:30][CH2:31][CH2:32][CH:33]=O)[CH2:27][CH3:28].C(O[BH-](OC(=O)C)OC(=O)C)(=O)C.[Na+].[OH-].[Na+]. Product: [CH2:35]([N:29]([CH2:26][CH2:27][CH3:28])[CH2:30][CH2:31][CH2:32][CH2:33][N:16]1[CH2:17][CH2:18][CH:13]([CH2:12][C:11]([N:10]([CH2:20][C:21]2[NH:22][CH:23]=[CH:24][N:25]=2)[CH2:9][C:5]2[NH:4][CH:8]=[CH:7][N:6]=2)=[O:19])[CH2:14][CH2:15]1)[CH2:36][CH3:37]. The catalyst class is: 15. (3) Reactant: [C:1]([C:4]1[C:9]([N+:10]([O-:12])=[O:11])=[CH:8][CH:7]=[C:6]([Cl:13])[C:5]=1[S:14]([NH2:17])(=[O:16])=[O:15])(=[O:3])[CH3:2].C(=O)([O-])[O-].[K+].[K+].[CH2:24](Br)[CH:25]=[CH2:26].Cl. Product: [CH2:26]([NH:17][S:14]([C:5]1[C:6]([Cl:13])=[CH:7][CH:8]=[C:9]([N+:10]([O-:12])=[O:11])[C:4]=1[C:1](=[O:3])[CH3:2])(=[O:15])=[O:16])[CH:25]=[CH2:24]. The catalyst class is: 9. (4) Reactant: [Cl:1][C:2]1[C:7]([Cl:8])=[CH:6][C:5]([NH2:9])=[C:4]([NH2:10])[CH:3]=1.C([O:15][C:16](=O)[CH2:17][C:18]([C:20]1[CH:25]=[CH:24][CH:23]=[C:22]([C:26]2[C:31]([CH2:32][CH3:33])=[CH:30][N:29]=[C:28]([CH3:34])[CH:27]=2)[CH:21]=1)=O)(C)(C)C. Product: [Cl:1][C:2]1[C:7]([Cl:8])=[CH:6][C:5]2[NH:9][C:16](=[O:15])[CH2:17][C:18]([C:20]3[CH:25]=[CH:24][CH:23]=[C:22]([C:26]4[C:31]([CH2:32][CH3:33])=[CH:30][N:29]=[C:28]([CH3:34])[CH:27]=4)[CH:21]=3)=[N:10][C:4]=2[CH:3]=1. The catalyst class is: 113. (5) Reactant: [Br:1][C:2]1[CH:3]=[C:4]2[C:9](=[CH:10][CH:11]=1)[N:8]=[CH:7][C:6]([NH2:12])=[C:5]2[NH:13][C:14]1[CH:19]=[CH:18][CH:17]=[C:16]([C:20]([F:23])([F:22])[F:21])[CH:15]=1.C(N(CC)CC)C.Cl[C:32](OC(Cl)(Cl)Cl)=[O:33]. Product: [Br:1][C:2]1[CH:11]=[CH:10][C:9]2[N:8]=[CH:7][C:6]3[NH:12][C:32](=[O:33])[N:13]([C:14]4[CH:19]=[CH:18][CH:17]=[C:16]([C:20]([F:21])([F:23])[F:22])[CH:15]=4)[C:5]=3[C:4]=2[CH:3]=1. The catalyst class is: 4.